From a dataset of Merck oncology drug combination screen with 23,052 pairs across 39 cell lines. Regression. Given two drug SMILES strings and cell line genomic features, predict the synergy score measuring deviation from expected non-interaction effect. (1) Drug 1: COc1cc(C2c3cc4c(cc3C(OC3OC5COC(C)OC5C(O)C3O)C3COC(=O)C23)OCO4)cc(OC)c1O. Drug 2: NC(=O)c1cccc2cn(-c3ccc(C4CCCNC4)cc3)nc12. Cell line: ES2. Synergy scores: synergy=-1.90. (2) Drug 1: COC1=C2CC(C)CC(OC)C(O)C(C)C=C(C)C(OC(N)=O)C(OC)C=CC=C(C)C(=O)NC(=CC1=O)C2=O. Drug 2: CCc1cnn2c(NCc3ccc[n+]([O-])c3)cc(N3CCCCC3CCO)nc12. Cell line: MSTO. Synergy scores: synergy=-22.9. (3) Drug 1: CC(C)CC(NC(=O)C(Cc1ccccc1)NC(=O)c1cnccn1)B(O)O. Drug 2: CCc1c2c(nc3ccc(O)cc13)-c1cc3c(c(=O)n1C2)COC(=O)C3(O)CC. Cell line: MDAMB436. Synergy scores: synergy=2.92. (4) Drug 1: CC1(c2nc3c(C(N)=O)cccc3[nH]2)CCCN1. Drug 2: NC1CCCCC1N.O=C(O)C(=O)O.[Pt+2]. Cell line: A375. Synergy scores: synergy=-10.00. (5) Cell line: T47D. Synergy scores: synergy=-4.53. Drug 2: CNC(=O)c1cc(Oc2ccc(NC(=O)Nc3ccc(Cl)c(C(F)(F)F)c3)cc2)ccn1. Drug 1: O=c1[nH]cc(F)c(=O)[nH]1. (6) Synergy scores: synergy=-31.1. Cell line: NCIH1650. Drug 1: CN(C)C(=N)N=C(N)N. Drug 2: CC(C)CC(NC(=O)C(Cc1ccccc1)NC(=O)c1cnccn1)B(O)O. (7) Drug 1: COc1cc(C2c3cc4c(cc3C(OC3OC5COC(C)OC5C(O)C3O)C3COC(=O)C23)OCO4)cc(OC)c1O. Drug 2: CCc1cnn2c(NCc3ccc[n+]([O-])c3)cc(N3CCCCC3CCO)nc12. Cell line: SKOV3. Synergy scores: synergy=-30.2.